This data is from NCI-60 drug combinations with 297,098 pairs across 59 cell lines. The task is: Regression. Given two drug SMILES strings and cell line genomic features, predict the synergy score measuring deviation from expected non-interaction effect. (1) Drug 1: C1CC(=O)NC(=O)C1N2CC3=C(C2=O)C=CC=C3N. Drug 2: C1=NC2=C(N1)C(=S)N=C(N2)N. Cell line: SW-620. Synergy scores: CSS=15.5, Synergy_ZIP=-6.33, Synergy_Bliss=4.03, Synergy_Loewe=-8.31, Synergy_HSA=3.61. (2) Drug 1: CC(CN1CC(=O)NC(=O)C1)N2CC(=O)NC(=O)C2. Drug 2: C1=C(C(=O)NC(=O)N1)F. Cell line: PC-3. Synergy scores: CSS=45.4, Synergy_ZIP=0.0836, Synergy_Bliss=-0.724, Synergy_Loewe=3.46, Synergy_HSA=5.12.